Dataset: Reaction yield outcomes from USPTO patents with 853,638 reactions. Task: Predict the reaction yield, written as a fraction of the theoretical maximum amount of product (1.0 means a 100% yield; for example, 0.34 means a 34% yield). (1) The reactants are N12CCCNC1=NCCC2.[CH3:11][C:12]1[CH:24]=[CH:23][C:15]([CH:16]=[C:17]([CH2:21]C)[N+]([O-])=O)=[CH:14][CH:13]=1.[CH2:25]([O:27][C:28](=[O:32])[CH2:29][N+:30]#[C-:31])[CH3:26]. The catalyst is C(O)(C)C.C1COCC1. The product is [CH2:25]([O:27][C:28]([C:29]1[NH:30][CH:31]=[C:17]([CH3:21])[C:16]=1[C:15]1[CH:23]=[CH:24][C:12]([CH3:11])=[CH:13][CH:14]=1)=[O:32])[CH3:26]. The yield is 0.850. (2) The reactants are CO[C:3](=[O:11])[C:4]1[CH:9]=[CH:8][CH:7]=[N:6][C:5]=1[NH2:10].[CH2:12]([N:14]=[C:15]=[O:16])[CH3:13]. The catalyst is CN(C)C1C=CN=CC=1.N1C=CC=CC=1. The product is [CH2:12]([N:14]1[C:3](=[O:11])[C:4]2[CH:9]=[CH:8][CH:7]=[N:6][C:5]=2[NH:10][C:15]1=[O:16])[CH3:13]. The yield is 0.120. (3) The reactants are CS[C:3]([N:5]1[CH2:9][C:8]([CH3:11])([CH3:10])[CH:7]=[N:6]1)=[NH:4].[Cl:12][C:13]1[S:17][C:16]([S:18]([NH2:21])(=[O:20])=[O:19])=[CH:15][CH:14]=1. The catalyst is C(#N)C. The product is [NH2:4][C:3]([N:5]1[CH2:9][C:8]([CH3:11])([CH3:10])[CH:7]=[N:6]1)=[N:21][S:18]([C:16]1[S:17][C:13]([Cl:12])=[CH:14][CH:15]=1)(=[O:20])=[O:19]. The yield is 0.800. (4) The reactants are Br[C:2]1[C:7]([O:8][CH2:9][O:10][CH3:11])=[CH:6][C:5]([O:12][CH2:13][O:14][CH3:15])=[CH:4][C:3]=1[CH2:16][O:17][CH2:18][C:19]1[CH:24]=[CH:23][CH:22]=[CH:21][CH:20]=1.CN(C)[CH:27]=[O:28].O.CO. The catalyst is C(OCC)C. The product is [CH2:18]([O:17][CH2:16][C:3]1[CH:4]=[C:5]([O:12][CH2:13][O:14][CH3:15])[CH:6]=[C:7]([O:8][CH2:9][O:10][CH3:11])[C:2]=1[CH:27]=[O:28])[C:19]1[CH:24]=[CH:23][CH:22]=[CH:21][CH:20]=1. The yield is 0.720. (5) The yield is 0.588. The catalyst is O. The reactants are [CH3:1][N:2]([CH3:13])[CH2:3][C:4]1[C:12]2[C:7](=[N:8][CH:9]=[CH:10][CH:11]=2)[NH:6][CH:5]=1.CN(C)C=O.[H-].[Na+].[CH:21]([Si:24](Cl)([CH:28]([CH3:30])[CH3:29])[CH:25]([CH3:27])[CH3:26])([CH3:23])[CH3:22]. The product is [CH3:1][N:2]([CH3:13])[CH2:3][C:4]1[C:12]2[C:7](=[N:8][CH:9]=[CH:10][CH:11]=2)[N:6]([Si:24]([CH:28]([CH3:30])[CH3:29])([CH:25]([CH3:27])[CH3:26])[CH:21]([CH3:23])[CH3:22])[CH:5]=1. (6) The reactants are [CH3:1][C:2]1[C:6]([CH2:7][N:8]2[CH:12]=[C:11]([N:13]3[C:17](=[O:18])[N:16]([CH3:19])[NH:15][C:14]3=[O:20])[CH:10]=[N:9]2)=[C:5]([CH3:21])[O:4][N:3]=1.Br[CH2:23][CH2:24][O:25][C:26]1[CH:31]=[CH:30][CH:29]=[CH:28][CH:27]=1. No catalyst specified. The product is [CH3:1][C:2]1[C:6]([CH2:7][N:8]2[CH:12]=[C:11]([N:13]3[C:17](=[O:18])[N:16]([CH3:19])[N:15]([CH2:23][CH2:24][O:25][C:26]4[CH:31]=[CH:30][CH:29]=[CH:28][CH:27]=4)[C:14]3=[O:20])[CH:10]=[N:9]2)=[C:5]([CH3:21])[O:4][N:3]=1. The yield is 0.200. (7) The reactants are [CH3:1][C:2]1[CH:3]=[C:4]([CH:19]=[CH:20][CH:21]=1)[CH2:5][O:6][C:7]1[CH:15]=[CH:14][CH:13]=[C:9]([C:10]([OH:12])=O)[C:8]=1[C:16]([OH:18])=O.Cl.[NH2:23][CH:24]1[CH2:30][CH2:29][C:28](=[O:31])[NH:27][C:25]1=[O:26]. The catalyst is N1C=CC=CC=1. The product is [O:26]=[C:25]1[CH:24]([N:23]2[C:16](=[O:18])[C:8]3[C:9](=[CH:13][CH:14]=[CH:15][C:7]=3[O:6][CH2:5][C:4]3[CH:19]=[CH:20][CH:21]=[C:2]([CH3:1])[CH:3]=3)[C:10]2=[O:12])[CH2:30][CH2:29][C:28](=[O:31])[NH:27]1. The yield is 0.480.